Dataset: Reaction yield outcomes from USPTO patents with 853,638 reactions. Task: Predict the reaction yield, written as a fraction of the theoretical maximum amount of product (1.0 means a 100% yield; for example, 0.34 means a 34% yield). (1) The reactants are Cl[CH2:2][C:3]([N:5]1[C:13]2[C:8](=[CH:9][CH:10]=[CH:11][CH:12]=2)[CH2:7][CH2:6]1)=[O:4].[NH:14]1[CH2:19][CH2:18][O:17][CH:16]([CH2:20][OH:21])[CH2:15]1.C(N(CC)CC)C. The catalyst is C(#N)C. The product is [OH:21][CH2:20][C@@H:16]1[CH2:15][N:14]([CH2:2][C:3]([N:5]2[C:13]3[C:8](=[CH:9][CH:10]=[CH:11][CH:12]=3)[CH2:7][CH2:6]2)=[O:4])[CH2:19][CH2:18][O:17]1. The yield is 0.790. (2) The reactants are Br[C:2]1[NH:6][C:5]([C@@H:7]2[CH2:11][CH2:10][CH2:9][N:8]2[C:12](=[O:22])[C@@H:13]([NH:17][C:18](=[O:21])[O:19][CH3:20])[CH:14]([CH3:16])[CH3:15])=[N:4][CH:3]=1.CC1(C)C(C)(C)OB([C:31]2[CH:36]=[C:35]3[CH2:37][O:38][C:39]4[CH:63]=[C:62]5[C:42]([CH:43]=[CH:44][C:45]6[N:49]=[C:48]([CH:50]7[CH2:54][CH2:53][CH2:52][N:51]7[C:55]([O:57][C:58]([CH3:61])([CH3:60])[CH3:59])=[O:56])[NH:47][C:46]=65)=[CH:41][C:40]=4[C:34]3=[CH:33][CH:32]=2)O1.C(=O)([O-])[O-].[K+].[K+]. The catalyst is COCCOC.CN(C)C=O.C1C=CC(P(C2C=CC=CC=2)[C-]2C=CC=C2)=CC=1.C1C=CC(P(C2C=CC=CC=2)[C-]2C=CC=C2)=CC=1.Cl[Pd]Cl.[Fe+2]. The product is [CH3:20][O:19][C:18]([NH:17][C@H:13]([C:12]([N:8]1[CH2:9][CH2:10][CH2:11][CH:7]1[C:5]1[NH:6][C:2]([C:31]2[CH:36]=[C:35]3[CH2:37][O:38][C:39]4[CH:63]=[C:62]5[C:42]([CH:43]=[CH:44][C:45]6[N:49]=[C:48]([CH:50]7[CH2:54][CH2:53][CH2:52][N:51]7[C:55]([O:57][C:58]([CH3:59])([CH3:60])[CH3:61])=[O:56])[NH:47][C:46]=65)=[CH:41][C:40]=4[C:34]3=[CH:33][CH:32]=2)=[CH:3][N:4]=1)=[O:22])[CH:14]([CH3:16])[CH3:15])=[O:21]. The yield is 0.590. (3) The reactants are Cl[C:2]([O:4][CH3:5])=[O:3].[CH2:6]([O:8][C:9](=[O:20])[CH:10]([N:12]1[CH2:17][CH2:16][CH2:15][CH:14]([NH2:18])[C:13]1=[O:19])[CH3:11])[CH3:7].CN1CCOCC1. The catalyst is ClCCl. The product is [CH2:6]([O:8][C:9](=[O:20])[CH:10]([N:12]1[CH2:17][CH2:16][CH2:15][CH:14]([NH:18][C:2]([O:4][CH3:5])=[O:3])[C:13]1=[O:19])[CH3:11])[CH3:7]. The yield is 0.750. (4) The reactants are [NH2:1][C:2]1[C:11]([N+:12]([O-])=O)=[CH:10][CH:9]=[C:8]([O:15][CH3:16])[C:3]=1[C:4]([O:6][CH3:7])=[O:5].[C:17]1([C:23]([C:25]([C:27]2[CH:32]=[CH:31][CH:30]=[CH:29][CH:28]=2)=O)=O)[CH:22]=[CH:21][CH:20]=[CH:19][CH:18]=1. The catalyst is C(OCC)(=O)C.[Pd]. The product is [CH3:16][O:15][C:8]1[CH:9]=[CH:10][C:11]2[N:12]=[C:25]([C:27]3[CH:32]=[CH:31][CH:30]=[CH:29][CH:28]=3)[C:23]([C:17]3[CH:22]=[CH:21][CH:20]=[CH:19][CH:18]=3)=[N:1][C:2]=2[C:3]=1[C:4]([O:6][CH3:7])=[O:5]. The yield is 0.770.